From a dataset of Full USPTO retrosynthesis dataset with 1.9M reactions from patents (1976-2016). Predict the reactants needed to synthesize the given product. Given the product [Cl:10][C:9]1[C:4]([NH2:3])=[C:5]([CH3:12])[C:6]([O:11][CH3:14])=[CH:7][CH:8]=1, predict the reactants needed to synthesize it. The reactants are: [H-].[Na+].[NH2:3][C:4]1[C:5]([CH3:12])=[C:6]([OH:11])[CH:7]=[CH:8][C:9]=1[Cl:10].O.[CH3:14]N(C=O)C.